From a dataset of Forward reaction prediction with 1.9M reactions from USPTO patents (1976-2016). Predict the product of the given reaction. (1) Given the reactants [C:1]1([CH3:20])[CH:6]=[CH:5][CH:4]=[C:3]([NH:7][S:8]([C:11]2[CH:16]=[CH:15][C:14]([CH:17]([CH3:19])[CH3:18])=[CH:13][N:12]=2)(=[O:10])=[O:9])[CH:2]=1.Br[CH2:22][C:23]([O:25]C(C)(C)C)=[O:24], predict the reaction product. The product is: [CH:17]([C:14]1[CH:15]=[CH:16][C:11]([S:8]([N:7]([CH2:22][C:23]([OH:25])=[O:24])[C:3]2[CH:2]=[C:1]([CH3:20])[CH:6]=[CH:5][CH:4]=2)(=[O:10])=[O:9])=[N:12][CH:13]=1)([CH3:18])[CH3:19]. (2) Given the reactants [F:1][C:2]1[CH:10]=[CH:9][CH:8]=[C:7]2[C:3]=1[C:4](=[O:24])[N:5]([CH2:12][CH:13]([C:18]1([CH3:23])OCC[O:19]1)[C:14]([O:16][CH3:17])=[O:15])[C:6]2=[O:11].O.C1(C)C=CC(S(O)(=O)=O)=CC=1, predict the reaction product. The product is: [F:1][C:2]1[CH:10]=[CH:9][CH:8]=[C:7]2[C:3]=1[C:4](=[O:24])[N:5]([CH2:12][CH:13]([C:18](=[O:19])[CH3:23])[C:14]([O:16][CH3:17])=[O:15])[C:6]2=[O:11]. (3) Given the reactants [CH:1]1([O:6][C:7]2[CH:12]=[CH:11][C:10]([F:13])=[CH:9][C:8]=2[N:14]2[CH2:19][CH2:18][N:17]([CH2:20][CH2:21][CH2:22][N:23]3[C:31](=[O:32])[CH:30]4[CH:25]([CH2:26][CH:27]5[O:33][CH:28]5[CH2:29]4)[C:24]3=[O:34])[CH2:16][CH2:15]2)[CH2:5][CH2:4][CH2:3][CH2:2]1, predict the reaction product. The product is: [CH:1]1([O:6][C:7]2[CH:12]=[CH:11][C:10]([F:13])=[CH:9][C:8]=2[N:14]2[CH2:15][CH2:16][N:17]([CH2:20][CH2:21][CH2:22][N:23]3[C:31](=[O:32])[CH:30]4[CH:25]([CH2:26][CH2:27][CH:28]([OH:33])[CH2:29]4)[C:24]3=[O:34])[CH2:18][CH2:19]2)[CH2:2][CH2:3][CH2:4][CH2:5]1. (4) Given the reactants [N+:1]([O-:4])(O)=[O:2].C(OC(=O)C)(=O)C.S(=O)(=O)(O)O.[O:17]=[C:18]1[CH:27]([NH:28][C:29](=[O:31])[CH3:30])[CH2:26][C:25]2[C:20](=[CH:21][CH:22]=[CH:23][CH:24]=2)[NH:19]1.C(OC(C)C)(C)C, predict the reaction product. The product is: [N+:1]([C:21]1[CH:22]=[CH:23][CH:24]=[C:25]2[C:20]=1[NH:19][C:18](=[O:17])[CH:27]([NH:28][C:29](=[O:31])[CH3:30])[CH2:26]2)([O-:4])=[O:2]. (5) Given the reactants C(OC(=O)[NH:7][C:8]([CH2:41][CH3:42])([CH2:36][O:37]COC)[CH2:9][CH2:10][C:11]1[CH:16]=[CH:15][C:14]([O:17][CH2:18][CH2:19][CH2:20][C:21]2[CH:26]=[CH:25][CH:24]=[C:23]([O:27][C:28]([F:31])([F:30])[F:29])[CH:22]=2)=[C:13]([C:32]([F:35])([F:34])[F:33])[CH:12]=1)(C)(C)C.[ClH:44], predict the reaction product. The product is: [ClH:44].[NH2:7][C:8]([CH2:41][CH3:42])([CH2:9][CH2:10][C:11]1[CH:16]=[CH:15][C:14]([O:17][CH2:18][CH2:19][CH2:20][C:21]2[CH:26]=[CH:25][CH:24]=[C:23]([O:27][C:28]([F:29])([F:30])[F:31])[CH:22]=2)=[C:13]([C:32]([F:33])([F:34])[F:35])[CH:12]=1)[CH2:36][OH:37].